This data is from Forward reaction prediction with 1.9M reactions from USPTO patents (1976-2016). The task is: Predict the product of the given reaction. (1) Given the reactants [NH2:1][C:2]1[CH:11]=[CH:10][C:9]([CH3:12])=[CH:8][C:3]=1[C:4]([NH:6][CH3:7])=[O:5].C(=O)([O-])[O-].[K+].[K+].C(N(C(C)C)CC)(C)C.[Cl:28][C:29]1[N:34]=[C:33](Cl)[C:32]([Cl:36])=[CH:31][N:30]=1, predict the reaction product. The product is: [Cl:28][C:29]1[N:34]=[C:33]([NH:1][C:2]2[CH:11]=[CH:10][C:9]([CH3:12])=[CH:8][C:3]=2[C:4]([NH:6][CH3:7])=[O:5])[C:32]([Cl:36])=[CH:31][N:30]=1. (2) Given the reactants Br[C:2]1[C:3](F)=[CH:4][C:5]2[O:11][CH2:10][CH2:9][N:8]3[C:12]([C:18]([NH:20][CH3:21])=[O:19])=[C:13]([C:15]([NH2:17])=[O:16])[N:14]=[C:7]3[C:6]=2[CH:22]=1.[CH3:24][C:25]1[O:29][N:28]=[C:27]([C@:30]([OH:34])([C:32]#[CH:33])[CH3:31])[N:26]=1, predict the reaction product. The product is: [OH:34][C@:30]([C:27]1[N:26]=[C:25]([CH3:24])[O:29][N:28]=1)([CH3:31])[C:32]#[C:33][C:2]1[CH:3]=[CH:4][C:5]2[O:11][CH2:10][CH2:9][N:8]3[C:12]([C:18]([NH:20][CH3:21])=[O:19])=[C:13]([C:15]([NH2:17])=[O:16])[N:14]=[C:7]3[C:6]=2[CH:22]=1. (3) Given the reactants [Cl:1][C:2]1[CH:10]=[C:9]2[C:5]([C:6]3([CH:16]([CH:17]4[CH2:19][CH2:18]4)[CH2:15][C:14](=[O:20])[CH2:13][CH:12]3[C:21]3[CH:26]=[CH:25][CH:24]=[C:23]([Cl:27])[CH:22]=3)[C:7](=[O:11])[NH:8]2)=[CH:4][CH:3]=1.[NH2:28]O.Cl.[OH-].[Na+].C1(C)C=CC(S(Cl)(=O)=O)=CC=1, predict the reaction product. The product is: [Cl:1][C:2]1[CH:10]=[C:9]2[C:5]([C@@:6]3([C@H:16]([CH:17]4[CH2:19][CH2:18]4)[CH2:15][C:14](=[O:20])[NH:28][CH2:13][C@@H:12]3[C:21]3[CH:26]=[CH:25][CH:24]=[C:23]([Cl:27])[CH:22]=3)[C:7](=[O:11])[NH:8]2)=[CH:4][CH:3]=1. (4) The product is: [CH2:15]([N:12]1[C:11]2[CH:10]=[CH:9][CH:8]=[CH:7][C:6]=2[C:5]2[C:13]1=[CH:1][CH:2]=[CH:3][CH:4]=2)[CH2:16][CH2:17][CH2:18][CH2:19][CH2:20][CH2:21][CH2:22][CH2:23][CH3:24]. Given the reactants [CH:1]1[C:13]2[NH:12][C:11]3[C:6](=[CH:7][CH:8]=[CH:9][CH:10]=3)[C:5]=2[CH:4]=[CH:3][CH:2]=1.Br[CH2:15][CH2:16][CH2:17][CH2:18][CH2:19][CH2:20][CH2:21][CH2:22][CH2:23][CH3:24].[OH-].[Na+], predict the reaction product. (5) Given the reactants [NH2:1][C:2]1[NH:3][C:4](=O)[C:5]2[S:10][C:9](=[O:11])[N:8]([C@@H:12]3[O:24][C@H:23]([CH2:25][O:26][C:27](=[O:29])[CH3:28])[C@@H:18]([O:19][C:20](=[O:22])[CH3:21])[C@H:13]3[O:14][C:15](=[O:17])[CH3:16])[C:6]=2[N:7]=1.C(N(CC)CC)C.O=P(Cl)(Cl)[Cl:40].C([O-])(O)=O.[Na+], predict the reaction product. The product is: [NH2:1][C:2]1[N:3]=[C:4]([Cl:40])[C:5]2[S:10][C:9](=[O:11])[N:8]([C@@H:12]3[O:24][C@H:23]([CH2:25][O:26][C:27](=[O:29])[CH3:28])[C@@H:18]([O:19][C:20](=[O:22])[CH3:21])[C@H:13]3[O:14][C:15](=[O:17])[CH3:16])[C:6]=2[N:7]=1. (6) Given the reactants [N:1]1[NH:2][N:3]=[N:4][C:5]=1[CH2:6][C:7]([OH:9])=O.[CH2:10]([C@@H:17]1[NH:22][CH2:21][CH2:20][N:19]([C:23]2[CH:28]=[CH:27][C:26]([O:29][CH3:30])=[C:25]([O:31][CH:32]([CH3:34])[CH3:33])[CH:24]=2)[CH2:18]1)[C:11]1[CH:16]=[CH:15][CH:14]=[CH:13][CH:12]=1, predict the reaction product. The product is: [CH2:10]([C@H:17]1[CH2:18][N:19]([C:23]2[CH:28]=[CH:27][C:26]([O:29][CH3:30])=[C:25]([O:31][CH:32]([CH3:34])[CH3:33])[CH:24]=2)[CH2:20][CH2:21][N:22]1[C:7](=[O:9])[CH2:6][C:5]1[N:4]=[N:3][NH:2][N:1]=1)[C:11]1[CH:12]=[CH:13][CH:14]=[CH:15][CH:16]=1. (7) Given the reactants [CH3:1][O:2][C:3](=[O:19])[CH:4]([C:13]1[CH:18]=[CH:17][CH:16]=[CH:15][CH:14]=1)[CH2:5]C1C=CC(O)=CC=1.CCN(CC)CC.[CH3:27][N:28]([CH3:32])[C:29](Cl)=[S:30].[O:33]1CCOCC1, predict the reaction product. The product is: [CH3:1][O:2][C:3](=[O:19])[CH:4]([C:13]1[CH:14]=[CH:15][C:16]([O:33][C:29](=[S:30])[N:28]([CH3:32])[CH3:27])=[CH:17][CH:18]=1)[CH3:5]. (8) The product is: [N:36]1([CH2:42][C:43]([NH:1][C:2]2[CH:10]=[C:9]([C:11]3[CH:16]=[N:15][CH:14]=[C:13]([NH:17][S:18]([C:21]4[CH:22]=[CH:23][CH:24]=[CH:25][CH:26]=4)(=[O:20])=[O:19])[CH:12]=3)[CH:8]=[C:7]3[C:3]=2[CH:4]=[N:5][NH:6]3)=[O:44])[CH2:41][CH2:40][O:39][CH2:38][CH2:37]1. Given the reactants [NH2:1][C:2]1[CH:10]=[C:9]([C:11]2[CH:12]=[C:13]([NH:17][S:18]([C:21]3[CH:26]=[CH:25][CH:24]=[CH:23][CH:22]=3)(=[O:20])=[O:19])[CH:14]=[N:15][CH:16]=2)[CH:8]=[C:7]2[C:3]=1[CH:4]=[N:5][N:6]2S(C1C=CC=CC=1)(=O)=O.[N:36]1([CH2:42][C:43](O)=[O:44])[CH2:41][CH2:40][O:39][CH2:38][CH2:37]1.CCN(C(C)C)C(C)C.CN(C(ON1N=NC2C=CC=NC1=2)=[N+](C)C)C.F[P-](F)(F)(F)(F)F.[OH-].[Na+].Cl, predict the reaction product. (9) Given the reactants [C:1]([O:5][C:6]([NH:8][C@@H:9]([CH3:14])[C:10]([O:12][CH3:13])=[O:11])=[O:7])([CH3:4])([CH3:3])[CH3:2].[H-].[Na+].[CH2:17](I)[CH3:18], predict the reaction product. The product is: [C:1]([O:5][C:6]([N:8]([CH2:17][CH3:18])[C@@H:9]([CH3:14])[C:10]([O:12][CH3:13])=[O:11])=[O:7])([CH3:4])([CH3:3])[CH3:2].